From a dataset of Forward reaction prediction with 1.9M reactions from USPTO patents (1976-2016). Predict the product of the given reaction. (1) Given the reactants [NH2:1][C:2]1[CH:7]=[CH:6][C:5]([B:8]2[O:16][C:13]([CH3:15])([CH3:14])[C:10]([CH3:12])([CH3:11])[O:9]2)=[CH:4][CH:3]=1.[C:17](=[O:20])(O)[O-].[Na+].C1(OC(Cl)=O)C=CC=CC=1.[CH3:32][N:33]1[CH:37]=[C:36]([CH2:38][NH2:39])[CH:35]=[N:34]1, predict the reaction product. The product is: [CH3:32][N:33]1[CH:37]=[C:36]([CH2:38][NH:39][C:17](=[O:20])[NH:1][C:2]2[CH:7]=[CH:6][C:5]([B:8]3[O:16][C:13]([CH3:15])([CH3:14])[C:10]([CH3:11])([CH3:12])[O:9]3)=[CH:4][CH:3]=2)[CH:35]=[N:34]1. (2) The product is: [CH3:20][N:10]1[CH2:11][C:12]2[C:13](=[N:14][C:15]([NH:18][CH3:19])=[N:16][CH:17]=2)[N:8]([C:4]2[CH:3]=[C:2]([NH:1][C:31](=[O:34])[CH:32]=[CH2:33])[CH:7]=[CH:6][CH:5]=2)[C:9]1=[O:21]. Given the reactants [NH2:1][C:2]1[CH:3]=[C:4]([N:8]2[C:13]3=[N:14][C:15]([NH:18][CH3:19])=[N:16][CH:17]=[C:12]3[CH2:11][N:10]([CH3:20])[C:9]2=[O:21])[CH:5]=[CH:6][CH:7]=1.C(N(C(C)C)CC)(C)C.[C:31](Cl)(=[O:34])[CH:32]=[CH2:33], predict the reaction product. (3) Given the reactants C(O)(C(F)(F)F)=O.[CH3:8][O:9][C:10]1[CH:15]=[C:14]([C:16]([F:19])([F:18])[F:17])[CH:13]=[CH:12][C:11]=1[N:20]1[C:25](=[O:26])[CH2:24][O:23][C:22]2[CH:27]=[C:28]([S:31]([N:34](CC3C=CC(OC)=CC=3)[C:35]3[S:36][CH:37]=[CH:38][N:39]=3)(=[O:33])=[O:32])[CH:29]=[CH:30][C:21]1=2, predict the reaction product. The product is: [CH3:8][O:9][C:10]1[CH:15]=[C:14]([C:16]([F:19])([F:17])[F:18])[CH:13]=[CH:12][C:11]=1[N:20]1[C:25](=[O:26])[CH2:24][O:23][C:22]2[CH:27]=[C:28]([S:31]([NH:34][C:35]3[S:36][CH:37]=[CH:38][N:39]=3)(=[O:32])=[O:33])[CH:29]=[CH:30][C:21]1=2. (4) The product is: [CH2:18]([N:15]1[C:16]2[CH:17]=[C:9]3[N:8]=[C:7]([C:3]4[C:2]([NH:1][C:24](=[O:31])[C:25]5[CH:30]=[CH:29][CH:28]=[CH:27][CH:26]=5)=[CH:6][NH:5][N:4]=4)[NH:23][C:10]3=[CH:11][C:12]=2[C:13]([CH3:22])([CH3:21])[C:14]1=[O:20])[CH3:19]. Given the reactants [NH2:1][C:2]1[C:3]([C:7]2[NH:23][C:10]3=[CH:11][C:12]4[C:13]([CH3:22])([CH3:21])[C:14](=[O:20])[N:15]([CH2:18][CH3:19])[C:16]=4[CH:17]=[C:9]3[N:8]=2)=[N:4][NH:5][CH:6]=1.[C:24](O[C:24](=[O:31])[C:25]1[CH:30]=[CH:29][CH:28]=[CH:27][CH:26]=1)(=[O:31])[C:25]1[CH:30]=[CH:29][CH:28]=[CH:27][CH:26]=1, predict the reaction product. (5) Given the reactants [Cl:1][C:2]1[CH:7]=[CH:6][C:5]([C:8]([N:10]2[C:19]3[C:14](=[CH:15][CH:16]=[CH:17][CH:18]=3)[CH2:13][CH2:12][CH2:11]2)=[O:9])=[CH:4][C:3]=1[NH:20][C:21](=[O:33])[C:22]1[CH:27]=[C:26]([O:28][CH3:29])[CH:25]=[CH:24][C:23]=1[N+:30]([O-])=O.[Sn](Cl)(Cl)(Cl)Cl, predict the reaction product. The product is: [NH2:30][C:23]1[CH:24]=[CH:25][C:26]([O:28][CH3:29])=[CH:27][C:22]=1[C:21]([NH:20][C:3]1[CH:4]=[C:5]([C:8]([N:10]2[C:19]3[C:14](=[CH:15][CH:16]=[CH:17][CH:18]=3)[CH2:13][CH2:12][CH2:11]2)=[O:9])[CH:6]=[CH:7][C:2]=1[Cl:1])=[O:33]. (6) Given the reactants CS([C:5]1[N:10]=[C:9]([O:11][CH:12]2[CH2:17][CH2:16][CH2:15][CH2:14][CH2:13]2)[C:8]([C:18]2[CH:23]=[CH:22][C:21]([Cl:24])=[CH:20][CH:19]=2)=[C:7]([C:25]2[CH:30]=[CH:29][C:28]([Cl:31])=[CH:27][C:26]=2[Cl:32])[N:6]=1)(=O)=O.C([Li])CCC.[F:38][C:39]1[CH:40]=[C:41]([CH:44]=[CH:45][C:46]=1[F:47])[CH2:42][OH:43], predict the reaction product. The product is: [F:38][C:39]1[CH:40]=[C:41]([CH:44]=[CH:45][C:46]=1[F:47])[CH2:42][O:43][C:5]1[N:10]=[C:9]([O:11][CH:12]2[CH2:17][CH2:16][CH2:15][CH2:14][CH2:13]2)[C:8]([C:18]2[CH:23]=[CH:22][C:21]([Cl:24])=[CH:20][CH:19]=2)=[C:7]([C:25]2[CH:30]=[CH:29][C:28]([Cl:31])=[CH:27][C:26]=2[Cl:32])[N:6]=1.